Dataset: Catalyst prediction with 721,799 reactions and 888 catalyst types from USPTO. Task: Predict which catalyst facilitates the given reaction. (1) Reactant: [C:1]([O:4][C:5]1[S:13][C:12]2[CH2:11][CH2:10][N:9]([CH:14]([C:22]([CH:24]3[CH2:26][CH2:25]3)=[O:23])[C:15]3[CH:20]=[CH:19][CH:18]=[CH:17][C:16]=3[F:21])[CH2:8][C:7]=2[CH:6]=1)(=[O:3])[CH3:2].[C:27]([OH:34])(=[O:33])/[CH:28]=[CH:29]\[C:30]([OH:32])=[O:31]. Product: [C:27]([OH:34])(=[O:33])/[CH:28]=[CH:29]\[C:30]([OH:32])=[O:31].[C:1]([O:4][C:5]1[S:13][C:12]2[CH2:11][CH2:10][N:9]([CH:14]([C:22]([CH:24]3[CH2:26][CH2:25]3)=[O:23])[C:15]3[CH:20]=[CH:19][CH:18]=[CH:17][C:16]=3[F:21])[CH2:8][C:7]=2[CH:6]=1)(=[O:3])[CH3:2]. The catalyst class is: 21. (2) Reactant: Cl[C:2]1[N:7]=[CH:6][C:5]([S:8]([N:11]2[CH2:16][CH2:15][N:14]([C:17]3[N:22]=[CH:21][C:20]([C:23]([OH:32])([C:28]([F:31])([F:30])[F:29])[C:24]([F:27])([F:26])[F:25])=[CH:19][N:18]=3)[C@@H:13]([CH2:33][N:34]3[CH:39]4[CH2:40][CH:41]([OH:43])[CH2:42][CH:35]3[CH2:36][O:37][CH2:38]4)[CH2:12]2)(=[O:10])=[O:9])=[CH:4][CH:3]=1.Cl[C:45]1[N:50]=[CH:49][C:48]([S:51]([N:54]2[CH2:59][CH2:58][N:57]([C:60]3[N:65]=[CH:64][C:63]([C:66]([OH:75])([C:71]([F:74])([F:73])[F:72])[C:67]([F:70])([F:69])[F:68])=[CH:62][N:61]=3)[C@@H:56]([CH2:76][N:77]3[CH:82]4[CH2:83][C:84](=[O:86])[CH2:85][CH:78]3[CH2:79][O:80][CH2:81]4)[CH2:55]2)(=[O:53])=[O:52])=[CH:47][CH:46]=1.[OH-].[NH4+].CCO. Product: [NH2:50][C:2]1[N:7]=[CH:6][C:5]([S:8]([N:11]2[CH2:16][CH2:15][N:14]([C:17]3[N:22]=[CH:21][C:20]([C:23]([OH:32])([C:28]([F:31])([F:30])[F:29])[C:24]([F:27])([F:26])[F:25])=[CH:19][N:18]=3)[C@@H:13]([CH2:33][N:34]3[CH:39]4[CH2:40][CH:41]([OH:43])[CH2:42][CH:35]3[CH2:36][O:37][CH2:38]4)[CH2:12]2)(=[O:10])=[O:9])=[CH:4][CH:3]=1.[NH2:7][C:45]1[N:50]=[CH:49][C:48]([S:51]([N:54]2[CH2:59][CH2:58][N:57]([C:60]3[N:65]=[CH:64][C:63]([C:66]([OH:75])([C:71]([F:74])([F:73])[F:72])[C:67]([F:70])([F:69])[F:68])=[CH:62][N:61]=3)[C@@H:56]([CH2:76][N:77]3[CH:82]4[CH2:83][C:84](=[O:86])[CH2:85][CH:78]3[CH2:79][O:80][CH2:81]4)[CH2:55]2)(=[O:53])=[O:52])=[CH:47][CH:46]=1. The catalyst class is: 238. (3) Reactant: [C:1]1([CH:7](O)[CH2:8][C:9]2[CH:14]=[CH:13][CH:12]=[CH:11][CH:10]=2)[CH:6]=[CH:5][CH:4]=[CH:3][CH:2]=1.P(Br)(Br)[Br:17].O. Product: [Br:17][CH:7]([C:1]1[CH:6]=[CH:5][CH:4]=[CH:3][CH:2]=1)[CH2:8][C:9]1[CH:14]=[CH:13][CH:12]=[CH:11][CH:10]=1. The catalyst class is: 27. (4) Reactant: [NH2:1][C:2]1[CH:11]=[CH:10][C:9]2[C:4](=[C:5]([OH:12])[CH:6]=[CH:7][CH:8]=2)[N:3]=1.C1(=O)O[CH2:16][CH2:15][O:14]1.O(C(C)(C)C)[K]. Product: [NH2:1][C:2]1[CH:11]=[CH:10][C:9]2[C:4](=[C:5]([O:12][CH2:16][CH2:15][OH:14])[CH:6]=[CH:7][CH:8]=2)[N:3]=1. The catalyst class is: 163.